From a dataset of Catalyst prediction with 721,799 reactions and 888 catalyst types from USPTO. Predict which catalyst facilitates the given reaction. (1) Reactant: [F:1][C:2]([F:8])([CH2:6][NH2:7])[C:3]([OH:5])=[O:4].[C:9]1(=O)[O:14][C:12](=[O:13])[C:11]2=[CH:15][CH:16]=[CH:17][CH:18]=[C:10]12.C(N(CC)CC)C.O. Product: [O:13]=[C:12]1[C:11]2[C:10](=[CH:18][CH:17]=[CH:16][CH:15]=2)[C:9](=[O:14])[N:7]1[CH2:6][C:2]([F:8])([F:1])[C:3]([OH:5])=[O:4]. The catalyst class is: 11. (2) Reactant: [C:1]([O:5][C:6](=[O:44])[CH:7]([NH:17][C:18]([NH:20][CH:21]([C:37]([O:39][C:40]([CH3:43])([CH3:42])[CH3:41])=[O:38])[CH2:22][CH2:23][CH2:24][CH2:25][NH:26]C(OCC1C=CC=CC=1)=O)=[O:19])[CH2:8][CH2:9][C:10]([O:12][C:13]([CH3:16])([CH3:15])[CH3:14])=[O:11])([CH3:4])([CH3:3])[CH3:2].C([O-])=O.[NH4+]. Product: [C:1]([O:5][C:6](=[O:44])[CH:7]([NH:17][C:18]([NH:20][CH:21]([C:37]([O:39][C:40]([CH3:43])([CH3:42])[CH3:41])=[O:38])[CH2:22][CH2:23][CH2:24][CH2:25][NH2:26])=[O:19])[CH2:8][CH2:9][C:10]([O:12][C:13]([CH3:16])([CH3:15])[CH3:14])=[O:11])([CH3:2])([CH3:3])[CH3:4]. The catalyst class is: 29. (3) Reactant: [CH:1]1[CH:10]=[C:9]2[C:11]([O:13][C:14](=[O:15])[C:7]3=[C:8]2[C:3](=[CH:4][C:5]([N+:16]([O-:18])=[O:17])=[CH:6]3)[CH:2]=1)=O.[NH2:19][CH2:20][CH2:21][CH2:22][C:23]([OH:25])=[O:24]. Product: [N+:16]([C:5]1[CH:4]=[C:3]2[CH:2]=[CH:1][CH:10]=[C:9]3[C:8]2=[C:7]([CH:6]=1)[C:14](=[O:15])[N:19]([CH2:20][CH2:21][CH2:22][C:23]([OH:25])=[O:24])[C:11]3=[O:13])([O-:18])=[O:17]. The catalyst class is: 15. (4) Reactant: [C:1]([O:5][C:6]([NH:8][C@H:9]([C:11]([OH:13])=O)[CH3:10])=[O:7])([CH3:4])([CH3:3])[CH3:2].Cl.[CH3:15][NH:16][O:17][CH3:18].O.ON1C2C=CC=CC=2N=N1.Cl.CN(C)CCCN=C=NCC. Product: [CH3:18][O:17][N:16]([CH3:15])[C:11](=[O:13])[C@@H:9]([NH:8][C:6]([O:5][C:1]([CH3:2])([CH3:3])[CH3:4])=[O:7])[CH3:10]. The catalyst class is: 236.